Dataset: Full USPTO retrosynthesis dataset with 1.9M reactions from patents (1976-2016). Task: Predict the reactants needed to synthesize the given product. (1) The reactants are: [NH2:1][C:2]([C:26]1[CH:31]=[CH:30][CH:29]=[CH:28][CH:27]=1)([C:20]1[CH:25]=[CH:24][CH:23]=[CH:22][CH:21]=1)[C:3]([O:5][CH2:6][CH:7]1[CH2:12][CH2:11][N:10]([C:13]([O:15][C:16]([CH3:19])([CH3:18])[CH3:17])=[O:14])[CH2:9][CH2:8]1)=[O:4].[C:32](OC(=O)C)(=[O:34])[CH3:33]. Given the product [C:32]([NH:1][C:2]([C:26]1[CH:31]=[CH:30][CH:29]=[CH:28][CH:27]=1)([C:20]1[CH:25]=[CH:24][CH:23]=[CH:22][CH:21]=1)[C:3]([O:5][CH2:6][CH:7]1[CH2:12][CH2:11][N:10]([C:13]([O:15][C:16]([CH3:19])([CH3:17])[CH3:18])=[O:14])[CH2:9][CH2:8]1)=[O:4])(=[O:34])[CH3:33], predict the reactants needed to synthesize it. (2) Given the product [OH:36][C:30]1([C:24]2[CH:29]=[CH:28][CH:27]=[CH:26][CH:25]=2)[CH2:35][CH2:34][N:33]([CH2:9][CH2:10][CH2:11][C:12]2[NH:19][C:17](=[O:18])[C:16]3[C:15](=[CH:23][CH:22]=[CH:21][CH:20]=3)[N:14]=2)[CH2:32][CH2:31]1, predict the reactants needed to synthesize it. The reactants are: C(N(CC)CC)C.Br[CH2:9][CH2:10][CH2:11][C:12]([NH:14][C:15]1[CH:23]=[CH:22][CH:21]=[CH:20][C:16]=1[C:17]([NH2:19])=[O:18])=O.[C:24]1([C:30]2([OH:36])[CH2:35][CH2:34][NH:33][CH2:32][CH2:31]2)[CH:29]=[CH:28][CH:27]=[CH:26][CH:25]=1. (3) Given the product [N:22]([C:11]1[C:10]([Cl:20])=[C:9]([NH:8][C:5]2[CH:6]=[CH:7][C:2]([Br:1])=[CH:3][C:4]=2[Cl:21])[C:14]([C:15]([O:17][CH3:18])=[O:16])=[CH:13][N:12]=1)=[N+:23]=[N-:24], predict the reactants needed to synthesize it. The reactants are: [Br:1][C:2]1[CH:7]=[CH:6][C:5]([NH:8][C:9]2[C:14]([C:15]([O:17][CH3:18])=[O:16])=[CH:13][N:12]=[C:11](Cl)[C:10]=2[Cl:20])=[C:4]([Cl:21])[CH:3]=1.[N-:22]=[N+:23]=[N-:24].[Na+]. (4) The reactants are: [I:1][C:2]1[CH:8]=[CH:7][C:5]([NH2:6])=[CH:4][CH:3]=1.C([O-])([O-])=O.[Cs+].[Cs+].[CH:15](I)([CH3:17])[CH3:16].O. Given the product [I:1][C:2]1[CH:8]=[CH:7][C:5]([NH:6][CH:15]([CH3:17])[CH3:16])=[CH:4][CH:3]=1, predict the reactants needed to synthesize it. (5) Given the product [F:11][C:9]([F:10])([F:12])[C:7]1[CH:6]=[C:5]([CH2:13][O:14][C@@H:15]2[CH2:21][CH2:20][C@@H:19]3[NH:22][C@@:16]2([C:28]2[CH:33]=[CH:32][CH:31]=[CH:30][CH:29]=2)[CH2:17][C@H:18]3[C:26]#[N:27])[CH:4]=[C:3]([C:2]([F:1])([F:34])[F:35])[CH:8]=1, predict the reactants needed to synthesize it. The reactants are: [F:1][C:2]([F:35])([F:34])[C:3]1[CH:4]=[C:5]([CH2:13][O:14][C@@H:15]2[CH2:21][CH2:20][C@@H:19]3[N:22](CC=C)[C@@:16]2([C:28]2[CH:33]=[CH:32][CH:31]=[CH:30][CH:29]=2)[CH2:17][C@H:18]3[C:26]#[N:27])[CH:6]=[C:7]([C:9]([F:12])([F:11])[F:10])[CH:8]=1.CN1C(=O)CC(=O)N(C)C1=O.[OH-].[Na+].